This data is from Forward reaction prediction with 1.9M reactions from USPTO patents (1976-2016). The task is: Predict the product of the given reaction. (1) Given the reactants [C:1](=[O:4])([O-])[O-].[Cs+].[Cs+].[CH2:7]([O:9][C:10](=[O:28])[C:11]([CH3:27])([O:20][C:21]1[CH:26]=[CH:25][CH:24]=[CH:23][CH:22]=1)[CH2:12][C:13]1[CH:18]=[CH:17][C:16]([OH:19])=[CH:15][CH:14]=1)[CH3:8].[CH3:29][N:30]1[CH:34]([CH2:35][CH2:36]OS(C2C=CC(C)=CC=2)(=O)=O)[CH2:33][N:32]([CH2:48][C:49]2[CH:54]=[CH:53][C:52]([C:55]([F:58])([F:57])[F:56])=[CH:51][CH:50]=2)[C:31]1=[O:59], predict the reaction product. The product is: [CH2:7]([O:9][C:10](=[O:28])[C:11]([CH3:27])([O:20][C:21]1[CH:26]=[CH:25][CH:24]=[CH:23][CH:22]=1)[CH2:12][C:13]1[CH:18]=[CH:17][C:16]([O:19][CH2:36][CH2:35][CH:34]2[CH2:33][N:32]([CH2:48][C:49]3[CH:54]=[CH:53][C:52]([C:55]([F:57])([F:56])[F:58])=[CH:51][CH:50]=3)[C:31](=[O:59])[N:30]2[CH2:29][C:13]2[CH:18]=[CH:17][C:16]([O:4][CH3:1])=[CH:15][CH:14]=2)=[CH:15][CH:14]=1)[CH3:8]. (2) Given the reactants [CH2:1](Br)[CH2:2][CH:3]([CH2:5][CH2:6][CH:7]=[C:8]([CH3:10])[CH3:9])[CH3:4].[O:12]1[CH2:17][CH2:16][CH2:15][CH2:14][CH:13]1[O:18][CH2:19][CH2:20][CH2:21][CH2:22][CH2:23][CH2:24][Mg]Br, predict the reaction product. The product is: [CH3:4][C@@H:3]([CH2:5][CH2:6][CH:7]=[C:8]([CH3:10])[CH3:9])[CH2:2][CH2:1][CH2:24][CH2:23][CH2:22][CH2:21][CH2:20][CH2:19][O:18][CH:13]1[CH2:14][CH2:15][CH2:16][CH2:17][O:12]1. (3) The product is: [CH3:25][N:26]1[CH:30]=[C:29]([C:2]2[CH:7]=[C:6]([O:8][C:9]3[N:10]=[CH:11][C:12]([NH:15][C:16](=[O:18])[CH3:17])=[N:13][CH:14]=3)[CH:5]=[CH:4][N:3]=2)[CH:28]=[N:27]1. Given the reactants Cl[C:2]1[CH:7]=[C:6]([O:8][C:9]2[N:10]=[CH:11][C:12]([NH:15][C:16](=[O:18])[CH3:17])=[N:13][CH:14]=2)[CH:5]=[CH:4][N:3]=1.C([O-])([O-])=O.[K+].[K+].[CH3:25][N:26]1[CH:30]=[C:29](B2OC(C)(C)C(C)(C)O2)[CH:28]=[N:27]1, predict the reaction product. (4) Given the reactants Cl[C:2]1[N:7]=[C:6]([O:8][C:9]2[CH:18]=[CH:17][C:16]([NH:19][C:20]([NH:22][C:23]3[N:27]([C:28]4[CH:33]=[CH:32][CH:31]=[C:30]([CH2:34][P:35]([CH3:38])([CH3:37])=[O:36])[CH:29]=4)[N:26]=[C:25]([CH:39]([CH3:41])[CH3:40])[CH:24]=3)=[O:21])=[C:15]3[C:10]=2[CH:11]=[CH:12][CH:13]=[N:14]3)[CH:5]=[CH:4][N:3]=1.[CH3:42][O:43][C:44]1[CH:45]=[C:46]([CH:48]=[C:49]([O:51][CH2:52][CH2:53][N:54]2[CH2:59][CH2:58][O:57][CH2:56][CH2:55]2)[CH:50]=1)[NH2:47], predict the reaction product. The product is: [CH3:37][P:35]([CH2:34][C:30]1[CH:29]=[C:28]([N:27]2[C:23]([NH:22][C:20]([NH:19][C:16]3[CH:17]=[CH:18][C:9]([O:8][C:6]4[CH:5]=[CH:4][N:3]=[C:2]([NH:47][C:46]5[CH:48]=[C:49]([O:51][CH2:52][CH2:53][N:54]6[CH2:59][CH2:58][O:57][CH2:56][CH2:55]6)[CH:50]=[C:44]([O:43][CH3:42])[CH:45]=5)[N:7]=4)=[C:10]4[C:15]=3[N:14]=[CH:13][CH:12]=[CH:11]4)=[O:21])=[CH:24][C:25]([CH:39]([CH3:41])[CH3:40])=[N:26]2)[CH:33]=[CH:32][CH:31]=1)([CH3:38])=[O:36]. (5) Given the reactants [OH:1][C@H:2]1[CH2:6][CH2:5][O:4][C:3]1=[O:7].N1C=CN=C1.C1COCC1.[Si:18](Cl)([C:31]([CH3:34])([CH3:33])[CH3:32])([C:25]1[CH:30]=[CH:29][CH:28]=[CH:27][CH:26]=1)[C:19]1[CH:24]=[CH:23][CH:22]=[CH:21][CH:20]=1, predict the reaction product. The product is: [Si:18]([O:1][C@H:2]1[CH2:6][CH2:5][O:4][C:3]1=[O:7])([C:31]([CH3:34])([CH3:33])[CH3:32])([C:25]1[CH:26]=[CH:27][CH:28]=[CH:29][CH:30]=1)[C:19]1[CH:24]=[CH:23][CH:22]=[CH:21][CH:20]=1.